The task is: Predict the reactants needed to synthesize the given product.. This data is from Full USPTO retrosynthesis dataset with 1.9M reactions from patents (1976-2016). (1) The reactants are: [F:1][C:2]1[C:11]([F:12])=[C:10]2[C:5]([C:6]([OH:21])=[C:7]([C:16](OCC)=[O:17])[C:8](=[O:15])[C:9]2([CH3:14])[CH3:13])=[CH:4][CH:3]=1.Cl.[NH2:23][CH2:24][C:25]([O:27][C:28]([CH3:31])([CH3:30])[CH3:29])=[O:26].C(N(C(C)C)C(C)C)C. Given the product [F:1][C:2]1[C:11]([F:12])=[C:10]2[C:5]([C:6]([OH:21])=[C:7]([C:16]([NH:23][CH2:24][C:25]([O:27][C:28]([CH3:31])([CH3:30])[CH3:29])=[O:26])=[O:17])[C:8](=[O:15])[C:9]2([CH3:13])[CH3:14])=[CH:4][CH:3]=1, predict the reactants needed to synthesize it. (2) Given the product [C:1]([O:5][C:6](=[O:23])[NH:7][C@H:8]([C:13]([N:15]1[CH2:19][CH:18]=[CH:17][C@H:16]1[C:20]#[N:21])=[O:14])[C:9]([CH3:12])([CH3:11])[CH3:10])([CH3:2])([CH3:3])[CH3:4], predict the reactants needed to synthesize it. The reactants are: [C:1]([O:5][C:6](=[O:23])[NH:7][C@H:8]([C:13]([N:15]1[CH2:19][CH:18]=[CH:17][C@H:16]1[C:20](=O)[NH2:21])=[O:14])[C:9]([CH3:12])([CH3:11])[CH3:10])([CH3:4])([CH3:3])[CH3:2].P(Cl)(Cl)(Cl)=O. (3) Given the product [Cl:15][C:16]1[CH:40]=[CH:39][C:19]([CH2:20][NH:21][C:22]([C:24]2[C:25](=[O:38])[C:26]3[CH:35]=[C:34]([CH2:36][Cl:14])[S:33][C:27]=3[N:28]([CH2:30][CH2:31][CH3:32])[CH:29]=2)=[O:23])=[CH:18][CH:17]=1, predict the reactants needed to synthesize it. The reactants are: N1C(C)=CC(C)=CC=1C.CS([Cl:14])(=O)=O.[Cl:15][C:16]1[CH:40]=[CH:39][C:19]([CH2:20][NH:21][C:22]([C:24]2[C:25](=[O:38])[C:26]3[CH:35]=[C:34]([CH2:36]O)[S:33][C:27]=3[N:28]([CH2:30][CH2:31][CH3:32])[CH:29]=2)=[O:23])=[CH:18][CH:17]=1. (4) Given the product [Br:21][C:18]1[S:19][CH:20]=[C:16]([C:14]([NH:13][CH:5]([C:6]2[CH:11]=[CH:10][CH:9]=[CH:8][C:7]=2[CH3:12])[CH2:4][C:3]([OH:22])=[O:2])=[O:15])[N:17]=1, predict the reactants needed to synthesize it. The reactants are: C[O:2][C:3](=[O:22])[CH2:4][CH:5]([NH:13][C:14]([C:16]1[N:17]=[C:18]([Br:21])[S:19][CH:20]=1)=[O:15])[C:6]1[CH:11]=[CH:10][CH:9]=[CH:8][C:7]=1[CH3:12].[OH-].[Na+].O.Cl. (5) The reactants are: [NH2:1][C:2]1[C:13]([O:14][CH3:15])=[CH:12][C:5]2[CH2:6][C:7](=[O:11])[NH:8][CH2:9][CH2:10][C:4]=2[CH:3]=1.Cl[C:17]1[N:22]=[C:21]([NH:23][C:24]2[CH:29]=[CH:28][C:27]([N:30]3[CH2:35][CH2:34][N:33]([CH3:36])[CH2:32][CH2:31]3)=[CH:26][C:25]=2[O:37][CH3:38])[C:20]([Cl:39])=[CH:19][N:18]=1. Given the product [Cl:39][C:20]1[C:21]([NH:23][C:24]2[CH:29]=[CH:28][C:27]([N:30]3[CH2:35][CH2:34][N:33]([CH3:36])[CH2:32][CH2:31]3)=[CH:26][C:25]=2[O:37][CH3:38])=[N:22][C:17]([NH:1][C:2]2[C:13]([O:14][CH3:15])=[CH:12][C:5]3[CH2:6][C:7](=[O:11])[NH:8][CH2:9][CH2:10][C:4]=3[CH:3]=2)=[N:18][CH:19]=1, predict the reactants needed to synthesize it. (6) Given the product [Cl:36][C:11]1[CH:10]=[C:9]([Cl:37])[CH:8]=[C:7]2[C:12]=1[C:13]([O:15][CH2:16][C:17](=[O:35])[NH:18][C:19]1[CH:24]=[CH:23][CH:22]=[C:21]([O:25][CH2:26][C:27]([N:29]3[CH2:34][CH2:33][O:32][CH2:31][CH2:30]3)=[O:28])[CH:20]=1)=[CH:14][C:5]([C:3]([OH:4])=[O:2])=[CH:6]2, predict the reactants needed to synthesize it. The reactants are: C[O:2][C:3]([C:5]1[CH:14]=[C:13]([O:15][CH2:16][C:17](=[O:35])[NH:18][C:19]2[CH:24]=[CH:23][CH:22]=[C:21]([O:25][CH2:26][C:27]([N:29]3[CH2:34][CH2:33][O:32][CH2:31][CH2:30]3)=[O:28])[CH:20]=2)[C:12]2[C:7](=[CH:8][C:9]([Cl:37])=[CH:10][C:11]=2[Cl:36])[CH:6]=1)=[O:4].[Li+].[OH-].